This data is from Peptide-MHC class I binding affinity with 185,985 pairs from IEDB/IMGT. The task is: Regression. Given a peptide amino acid sequence and an MHC pseudo amino acid sequence, predict their binding affinity value. This is MHC class I binding data. The peptide sequence is LIAGIILLIL. The MHC is HLA-A02:03 with pseudo-sequence HLA-A02:03. The binding affinity (normalized) is 0.397.